Dataset: Retrosynthesis with 50K atom-mapped reactions and 10 reaction types from USPTO. Task: Predict the reactants needed to synthesize the given product. Given the product O=C(CCCCc1ccccc1)N1C(=O)OC[C@@H]1Cc1ccccc1, predict the reactants needed to synthesize it. The reactants are: O=C(Cl)CCCCc1ccccc1.O=C1N[C@@H](Cc2ccccc2)CO1.